Dataset: Forward reaction prediction with 1.9M reactions from USPTO patents (1976-2016). Task: Predict the product of the given reaction. (1) Given the reactants [Cl:1][C:2]1[CH:7]=[CH:6][C:5]([C:8]2[CH:13]=[N:12][N:11]3[C:14](=[O:17])[NH:15][N:16]=[C:10]3[C:9]=2[C:18]2[CH:23]=[CH:22][C:21]([Cl:24])=[CH:20][CH:19]=2)=[CH:4][CH:3]=1.[CH:25]12[O:31][CH:26]1[CH2:27][CH2:28][CH2:29][CH2:30]2.C([O-])([O-])=O.[K+].[K+], predict the reaction product. The product is: [Cl:1][C:2]1[CH:7]=[CH:6][C:5]([C:8]2[CH:13]=[N:12][N:11]3[C:14](=[O:17])[N:15]([CH:25]4[CH2:30][CH2:29][CH2:28][CH2:27][CH:26]4[OH:31])[N:16]=[C:10]3[C:9]=2[C:18]2[CH:23]=[CH:22][C:21]([Cl:24])=[CH:20][CH:19]=2)=[CH:4][CH:3]=1. (2) Given the reactants [Br:1][C:2]1[CH:3]=[C:4]([CH:8]=[CH:9][CH:10]=1)[C:5](Cl)=[O:6].[NH2:11][C:12]([CH3:28])([CH2:15][N:16]1[CH:24]=[C:23]2[C:18]([C:19]([Cl:27])=[C:20]([Cl:26])[CH:21]=[C:22]2[Cl:25])=[N:17]1)[C:13]#[N:14], predict the reaction product. The product is: [Br:1][C:2]1[CH:3]=[C:4]([CH:8]=[CH:9][CH:10]=1)[C:5]([NH:11][C:12]([C:13]#[N:14])([CH3:28])[CH2:15][N:16]1[CH:24]=[C:23]2[C:18]([C:19]([Cl:27])=[C:20]([Cl:26])[CH:21]=[C:22]2[Cl:25])=[N:17]1)=[O:6]. (3) The product is: [C:1](=[O:22])([O:3][C@@H:4]([C:5]1[S:6][CH2:29][C:30]([OH:32])([CH3:31])[N:7]=1)[CH:8]([C:18]([CH3:19])([CH3:21])[CH3:20])[C:9]1[C:17]2[C:12](=[CH:13][CH:14]=[CH:15][CH:16]=2)[NH:11][CH:10]=1)[NH2:2]. Given the reactants [C:1](=[O:22])([O:3][C@H:4]([CH:8]([C:18]([CH3:21])([CH3:20])[CH3:19])[C:9]1[C:17]2[C:12](=[CH:13][CH:14]=[CH:15][CH:16]=2)[NH:11][CH:10]=1)[C:5]([NH2:7])=[S:6])[NH2:2].C(=O)([O-])O.[K+].Cl[CH2:29][C:30](=[O:32])[CH3:31], predict the reaction product. (4) Given the reactants Cl[C:2]1[CH:7]=[N:6][C:5]([Cl:8])=[CH:4][N:3]=1.[NH:9]1[CH:13]=[N:12][CH:11]=[N:10]1.C(=O)([O-])[O-].[Cs+].[Cs+].O, predict the reaction product. The product is: [Cl:8][C:5]1[CH:4]=[N:3][C:2]([N:9]2[CH:13]=[N:12][CH:11]=[N:10]2)=[CH:7][N:6]=1. (5) The product is: [F:29][C:11]([F:10])([F:28])[C:12]1[C:13]([NH2:27])=[N:14][CH:15]=[C:16]([C:2]2[S:6][C:5]3=[N:7][CH:8]=[CH:9][N:4]3[N:3]=2)[CH:17]=1. Given the reactants Br[C:2]1[S:6][C:5]2=[N:7][CH:8]=[CH:9][N:4]2[N:3]=1.[F:10][C:11]([F:29])([F:28])[C:12]1[C:13]([NH2:27])=[N:14][CH:15]=[C:16](B2OC(C)(C)C(C)(C)O2)[CH:17]=1.C([O-])([O-])=O.[K+].[K+].N#N, predict the reaction product. (6) Given the reactants [CH2:1]([O:8][C@@H:9]1[C@@H:15]([O:16][CH2:17][C:18]2[CH:23]=[CH:22][CH:21]=[CH:20][CH:19]=2)[C@H:14]([O:24][CH2:25][C:26]2[CH:31]=[CH:30][CH:29]=[CH:28][CH:27]=2)[C@@H:13]([CH2:32][O:33][CH2:34][C:35]2[CH:40]=[CH:39][CH:38]=[CH:37][CH:36]=2)[O:12][C:10]1([C:41]1[C:46]([Cl:47])=[N:45][C:44]([Cl:48])=[CH:43][N:42]=1)O)[C:2]1[CH:7]=[CH:6][CH:5]=[CH:4][CH:3]=1.C([SiH](CC)CC)C.FC(F)(F)C(O)=O, predict the reaction product. The product is: [CH2:1]([O:8][C@@H:9]1[C@@H:15]([O:16][CH2:17][C:18]2[CH:19]=[CH:20][CH:21]=[CH:22][CH:23]=2)[C@H:14]([O:24][CH2:25][C:26]2[CH:31]=[CH:30][CH:29]=[CH:28][CH:27]=2)[C@@H:13]([CH2:32][O:33][CH2:34][C:35]2[CH:40]=[CH:39][CH:38]=[CH:37][CH:36]=2)[O:12][C@H:10]1[C:41]1[C:46]([Cl:47])=[N:45][C:44]([Cl:48])=[CH:43][N:42]=1)[C:2]1[CH:7]=[CH:6][CH:5]=[CH:4][CH:3]=1. (7) Given the reactants Cl[C:2]1[N:7]=[C:6]([NH:8][CH:9]2[CH2:11][CH2:10]2)[C:5]([I:12])=[CH:4][N:3]=1.[NH2:13][C:14]1[CH:19]=[CH:18][CH:17]=[CH:16][CH:15]=1.C1(C)C=CC(S(O)(=O)=O)=CC=1, predict the reaction product. The product is: [CH:9]1([NH:8][C:6]2[C:5]([I:12])=[CH:4][N:3]=[C:2]([NH:13][C:14]3[CH:19]=[CH:18][CH:17]=[CH:16][CH:15]=3)[N:7]=2)[CH2:11][CH2:10]1. (8) Given the reactants [CH3:1][O:2][C:3](=[O:31])[C@@H:4]([NH:14][C:15](=[O:30])[C:16]1[CH:21]=[CH:20][C:19]([C:22]#[C:23][C:24]2[CH:29]=[CH:28][CH:27]=[CH:26][CH:25]=2)=[CH:18][CH:17]=1)[CH2:5][NH:6]C(OC(C)(C)C)=O.Cl, predict the reaction product. The product is: [CH3:1][O:2][C:3](=[O:31])[C@@H:4]([NH:14][C:15](=[O:30])[C:16]1[CH:21]=[CH:20][C:19]([C:22]#[C:23][C:24]2[CH:25]=[CH:26][CH:27]=[CH:28][CH:29]=2)=[CH:18][CH:17]=1)[CH2:5][NH2:6]. (9) Given the reactants [CH:1]1([CH2:4][O:5][C:6]2[CH:14]=[CH:13][C:9]3[O:10][CH2:11][O:12][C:8]=3[C:7]=2[C:15]2[C:16]3[NH:23][C:22]([CH3:24])=[C:21]([C:25]([NH:27][CH:28]4[CH2:33][CH2:32][N:31](C(OC(C)(C)C)=O)[CH2:30][CH2:29]4)=[O:26])[C:17]=3[N:18]=[CH:19][N:20]=2)[CH2:3][CH2:2]1.[ClH:41].COC(C)(C)C, predict the reaction product. The product is: [ClH:41].[CH:1]1([CH2:4][O:5][C:6]2[CH:14]=[CH:13][C:9]3[O:10][CH2:11][O:12][C:8]=3[C:7]=2[C:15]2[C:16]3[NH:23][C:22]([CH3:24])=[C:21]([C:25]([NH:27][CH:28]4[CH2:29][CH2:30][NH:31][CH2:32][CH2:33]4)=[O:26])[C:17]=3[N:18]=[CH:19][N:20]=2)[CH2:3][CH2:2]1.